From a dataset of Retrosynthesis with 50K atom-mapped reactions and 10 reaction types from USPTO. Predict the reactants needed to synthesize the given product. (1) Given the product Cc1cc(Cl)ccc1OCC(=O)N1CCCc2ccccc21, predict the reactants needed to synthesize it. The reactants are: Cc1cc(Cl)ccc1OCC(=O)O.c1ccc2c(c1)CCCN2. (2) Given the product CC1(C)CN(c2c(F)cccc2F)C(=O)CN1, predict the reactants needed to synthesize it. The reactants are: CC(C)(C)OC(=O)N1CC(=O)N(c2c(F)cccc2F)CC1(C)C.